This data is from Reaction yield outcomes from USPTO patents with 853,638 reactions. The task is: Predict the reaction yield, written as a fraction of the theoretical maximum amount of product (1.0 means a 100% yield; for example, 0.34 means a 34% yield). (1) The reactants are [F:1][C:2]1[CH:7]=[C:6]([N:8]2[CH2:13][CH2:12][O:11][CH2:10][CH2:9]2)[CH:5]=[C:4]([F:14])[C:3]=1[NH2:15].[CH:16]1([CH2:21][C:22](Cl)=[O:23])[CH2:20][CH2:19][CH2:18][CH2:17]1. The catalyst is C(#N)C. The product is [CH:16]1([CH2:21][C:22]([NH:15][C:3]2[C:2]([F:1])=[CH:7][C:6]([N:8]3[CH2:9][CH2:10][O:11][CH2:12][CH2:13]3)=[CH:5][C:4]=2[F:14])=[O:23])[CH2:20][CH2:19][CH2:18][CH2:17]1. The yield is 0.750. (2) The reactants are [Br:1][C:2]1[CH:7]=[C:6]([N+:8]([O-:10])=[O:9])[C:5]([OH:11])=[C:4]([O:12][CH3:13])[CH:3]=1.Br[CH2:15][C:16]([O:18][CH3:19])=[O:17]. No catalyst specified. The product is [Br:1][C:2]1[CH:7]=[C:6]([N+:8]([O-:10])=[O:9])[C:5]([O:11][CH2:15][C:16]([O:18][CH3:19])=[O:17])=[C:4]([O:12][CH3:13])[CH:3]=1. The yield is 0.810.